Predict which catalyst facilitates the given reaction. From a dataset of Catalyst prediction with 721,799 reactions and 888 catalyst types from USPTO. (1) Reactant: [CH:1]([C:3]1[C:8]([O:9][CH2:10][CH2:11][CH2:12][C:13]([OH:15])=O)=[C:7]([CH3:16])[C:6]([O:17][CH2:18][CH2:19][CH3:20])=[CH:5][CH:4]=1)=[O:2].[CH3:21][CH2:22][N:23](C(C)C)C(C)C.CN(C(ON1N=NC2C=CC=NC1=2)=[N+](C)C)C.F[P-](F)(F)(F)(F)F.Cl.C(N)C. Product: [CH2:22]([NH:23][C:13](=[O:15])[CH2:12][CH2:11][CH2:10][O:9][C:8]1[C:3]([CH:1]=[O:2])=[CH:4][CH:5]=[C:6]([O:17][CH2:18][CH2:19][CH3:20])[C:7]=1[CH3:16])[CH3:21]. The catalyst class is: 18. (2) Reactant: [F:1][C:2]1[CH:7]=[CH:6][C:5]([S:8]([N:11]([CH2:15][C:16]([OH:18])=O)[CH:12]([CH3:14])[CH3:13])(=[O:10])=[O:9])=[CH:4][CH:3]=1.[CH3:19][N:20](C(ON1N=NC2C=CC=NC1=2)=[N+](C)C)C.F[P-](F)(F)(F)(F)F.CCN(C(C)C)C(C)C.[F:52][C:53]([F:69])([F:68])[C:54]1[N:59]=[CH:58][C:57]([C:60]2[CH:65]=[C:64](NC)[CH:63]=[CH:62][N:61]=2)=[CH:56][CH:55]=1. Product: [F:1][C:2]1[CH:3]=[CH:4][C:5]([S:8]([N:11]([CH:12]([CH3:13])[CH3:14])[CH2:15][C:16]([NH:20][CH2:19][C:64]2[CH:63]=[CH:62][N:61]=[C:60]([C:57]3[CH:58]=[N:59][C:54]([C:53]([F:52])([F:68])[F:69])=[CH:55][CH:56]=3)[CH:65]=2)=[O:18])(=[O:9])=[O:10])=[CH:6][CH:7]=1. The catalyst class is: 2. (3) Reactant: [C:1]([C:5]1[CH:42]=[CH:41][C:8]([CH2:9][O:10][C:11]2[CH:16]=[CH:15][CH:14]=[CH:13][C:12]=2/[CH:17]=[CH:18]/[CH:19]([CH2:31][CH2:32]C2C=CC(C#N)=CC=2)[CH2:20][C:21]2[CH:30]=[CH:29][C:24]([C:25]([O:27]C)=[O:26])=[CH:23][CH:22]=2)=[CH:7][CH:6]=1)([CH3:4])([CH3:3])[CH3:2].[OH-:43].[K+].Cl. Product: [C:1]([C:5]1[CH:6]=[CH:7][C:8]([CH2:9][O:10][C:11]2[CH:16]=[CH:15][CH:14]=[CH:13][C:12]=2/[CH:17]=[CH:18]/[CH:19]([CH2:20][C:21]2[CH:30]=[CH:29][C:24]([C:25]([OH:27])=[O:26])=[CH:23][CH:22]=2)[CH2:31][CH2:32][C:5]2[CH:42]=[CH:41][C:8]([C:9]([OH:10])=[O:43])=[CH:7][CH:6]=2)=[CH:41][CH:42]=1)([CH3:2])([CH3:3])[CH3:4]. The catalyst class is: 259. (4) Reactant: [C:1]([O:5][C:6](=[O:14])[C:7]1[CH:12]=[CH:11][CH:10]=[C:9](Br)[CH:8]=1)([CH3:4])([CH3:3])[CH3:2].[C:15]1([CH3:24])[CH:20]=[CH:19][C:18](B(O)O)=[CH:17][CH:16]=1.C(=O)([O-])[O-].[Na+].[Na+]. Product: [C:1]([O:5][C:6](=[O:14])[C:7]1[CH:12]=[CH:11][CH:10]=[C:9]([C:18]2[CH:19]=[CH:20][C:15]([CH3:24])=[CH:16][CH:17]=2)[CH:8]=1)([CH3:4])([CH3:3])[CH3:2]. The catalyst class is: 93. (5) Reactant: [CH3:1][N:2]([As:4](N(C)C)N(C)C)[CH3:3].[CH2:11]([O:14][CH2:15][CH:16]([OH:19])[CH2:17][OH:18])[CH:12]=[CH2:13]. Product: [CH2:11]([O:14][CH2:15][CH:16]1[CH2:17][O:18][As:4]([N:2]([CH3:3])[CH3:1])[O:19]1)[CH:12]=[CH2:13]. The catalyst class is: 81.